This data is from Full USPTO retrosynthesis dataset with 1.9M reactions from patents (1976-2016). The task is: Predict the reactants needed to synthesize the given product. (1) Given the product [F:35][C:36]([F:41])([F:40])[C:37]([OH:39])=[O:38].[NH2:27][CH:9]1[CH:8]([CH2:1][C:2]2[CH:7]=[CH:6][CH:5]=[CH:4][CH:3]=2)[C:17]2[CH:16]=[C:15]([CH2:18][NH:19][S:20]([CH2:23][CH2:24][CH2:25][F:26])(=[O:22])=[O:21])[CH:14]=[CH:13][C:12]=2[CH2:11][CH2:10]1, predict the reactants needed to synthesize it. The reactants are: [CH2:1]([CH:8]1[C:17]2[C:12](=[CH:13][CH:14]=[C:15]([CH2:18][NH:19][S:20]([CH2:23][CH2:24][CH2:25][F:26])(=[O:22])=[O:21])[CH:16]=2)[CH2:11][CH2:10][CH:9]1[NH:27]C(=O)OC(C)(C)C)[C:2]1[CH:7]=[CH:6][CH:5]=[CH:4][CH:3]=1.[F:35][C:36]([F:41])([F:40])[C:37]([OH:39])=[O:38]. (2) Given the product [F:48][C:49]([F:62])([F:61])[S:50]([O:27][C:24]1[CH:25]=[CH:26][C:21]([N:7]([C:2]2[CH:3]=[CH:4][CH:5]=[CH:6][C:1]=2[C:29]2[CH:30]=[CH:31][CH:32]=[CH:33][CH:34]=2)[C:8]2[C:13]3[O:14][C:15]4[CH:20]=[CH:19][CH:18]=[CH:17][C:16]=4[C:12]=3[CH:11]=[CH:10][CH:9]=2)=[CH:22][CH:23]=1)(=[O:52])=[O:51], predict the reactants needed to synthesize it. The reactants are: [C:1]1([C:29]2[CH:34]=[CH:33][CH:32]=[CH:31][CH:30]=2)[CH:6]=[CH:5][CH:4]=[CH:3][C:2]=1[N:7]([C:21]1[CH:26]=[CH:25][C:24]([O:27]C)=[CH:23][CH:22]=1)[C:8]1[C:13]2[O:14][C:15]3[CH:20]=[CH:19][CH:18]=[CH:17][C:16]=3[C:12]=2[CH:11]=[CH:10][CH:9]=1.Cl.N1C=CC=CC=1.N1C=CC=CC=1.[F:48][C:49]([F:62])([F:61])[S:50](O[S:50]([C:49]([F:62])([F:61])[F:48])(=[O:52])=[O:51])(=[O:52])=[O:51]. (3) Given the product [C:1]([OH:5])(=[O:4])[CH:2]=[CH2:3].[NH2:24][C:1]([O:5][CH2:6][CH3:7])=[O:4], predict the reactants needed to synthesize it. The reactants are: [C:1]([O:5][CH2:6][C:7](CO)(COC(=O)C=C)COC(=O)C=C)(=[O:4])[CH:2]=[CH2:3].O=C=[N:24]C1CC(C)(C)CC(C)(CN=C=O)C1. (4) Given the product [CH2:26]([O:25][C:23](=[O:24])[CH2:22][C@H:18]1[C:19]2[C:15](=[CH:14][C:13]([O:12][CH2:11][CH2:10][CH2:9][O:8][C:7]3[CH:28]=[CH:29][C:4]([C:2]4[S:3][C:33]([C:34]([O:36][CH3:37])=[O:35])=[CH:38][N:1]=4)=[CH:5][C:6]=3[O:30][CH3:31])=[CH:21][CH:20]=2)[CH2:16][CH2:17]1)[CH3:27], predict the reactants needed to synthesize it. The reactants are: [NH2:1][C:2]([C:4]1[CH:29]=[CH:28][C:7]([O:8][CH2:9][CH2:10][CH2:11][O:12][C:13]2[CH:14]=[C:15]3[C:19](=[CH:20][CH:21]=2)[C@H:18]([CH2:22][C:23]([O:25][CH2:26][CH3:27])=[O:24])[CH2:17][CH2:16]3)=[C:6]([O:30][CH3:31])[CH:5]=1)=[S:3].Cl[CH:33]([C:38](C)=O)[C:34]([O:36][CH3:37])=[O:35]. (5) Given the product [CH3:36][O:35][C:29]1[N:28]=[C:27]([O:26][CH:11]2[CH2:10][CH:9]3[CH:13]([C:14](=[O:25])[N:15]([CH3:24])[CH2:16][CH2:17][CH2:18][CH2:19][CH:20]=[CH:21][CH:22]4[C:6]([C:4]([OH:5])=[O:3])([NH:7][C:8]3=[O:37])[CH2:23]4)[CH2:12]2)[CH:32]=[C:31]([O:33][CH3:34])[N:30]=1, predict the reactants needed to synthesize it. The reactants are: C([O:3][C:4]([C:6]12[CH2:23][CH:22]1[CH:21]=[CH:20][CH2:19][CH2:18][CH2:17][CH2:16][N:15]([CH3:24])[C:14](=[O:25])[CH:13]1[CH:9]([CH2:10][CH:11]([O:26][C:27]3[CH:32]=[C:31]([O:33][CH3:34])[N:30]=[C:29]([O:35][CH3:36])[N:28]=3)[CH2:12]1)[C:8](=[O:37])[NH:7]2)=[O:5])C.[Li+].[OH-]. (6) Given the product [I:22][C:23]1[CH:24]=[C:25]2[C:30](=[CH:31][CH:32]=1)[CH:29]=[N:28][CH2:27]/[C:26]/2=[CH:35]\[NH:10][CH2:9][C:8]1[CH:11]=[CH:12][C:5]([O:4][CH:3]([F:14])[F:2])=[C:6]([OH:13])[CH:7]=1, predict the reactants needed to synthesize it. The reactants are: Cl.[F:2][CH:3]([F:14])[O:4][C:5]1[CH:12]=[CH:11][C:8]([CH2:9][NH2:10])=[CH:7][C:6]=1[OH:13].C(N(CC)CC)C.[I:22][C:23]1[CH:24]=[C:25]2[C:30](=[CH:31][CH:32]=1)[C:29](=O)[NH:28][C:27](=O)/[C:26]/2=[CH:35]/OC.